From a dataset of Catalyst prediction with 721,799 reactions and 888 catalyst types from USPTO. Predict which catalyst facilitates the given reaction. Reactant: [N+:1]([C:4]1[CH:13]=[CH:12][CH:11]=[C:10]2[C:5]=1[CH:6]=[CH:7][CH:8]=[C:9]2[NH2:14])([O-])=O.[H][H]. Product: [C:4]1([NH2:1])[C:5]2[CH:6]=[CH:7][CH:8]=[C:9]([NH2:14])[C:10]=2[CH:11]=[CH:12][CH:13]=1. The catalyst class is: 787.